From a dataset of Reaction yield outcomes from USPTO patents with 853,638 reactions. Predict the reaction yield, written as a fraction of the theoretical maximum amount of product (1.0 means a 100% yield; for example, 0.34 means a 34% yield). The reactants are [CH2:1]([O:8][C:9]([C:11]1[CH:12]=[C:13]2[C:18](=[CH:19][CH:20]=1)[N:17]([C:21](=[O:23])[CH3:22])[C@@H:16]([CH3:24])[CH2:15][C@H:14]2[NH:25][C:26]1[CH:31]=[CH:30][C:29]([N:32]2[CH2:37][CH2:36][O:35][CH2:34][CH2:33]2)=[CH:28][CH:27]=1)=[O:10])[C:2]1[CH:7]=[CH:6][CH:5]=[CH:4][CH:3]=1.N1C=CC=CC=1.[F:44][C:45]([F:56])([F:55])[C:46](O[C:46](=[O:47])[C:45]([F:56])([F:55])[F:44])=[O:47].O. The catalyst is ClCCl.CN(C)C1C=CN=CC=1. The product is [CH2:1]([O:8][C:9]([C:11]1[CH:12]=[C:13]2[C:18](=[CH:19][CH:20]=1)[N:17]([C:21](=[O:23])[CH3:22])[C@@H:16]([CH3:24])[CH2:15][C@H:14]2[N:25]([C:26]1[CH:27]=[CH:28][C:29]([N:32]2[CH2:33][CH2:34][O:35][CH2:36][CH2:37]2)=[CH:30][CH:31]=1)[C:46](=[O:47])[C:45]([F:56])([F:55])[F:44])=[O:10])[C:2]1[CH:3]=[CH:4][CH:5]=[CH:6][CH:7]=1. The yield is 0.699.